From a dataset of Forward reaction prediction with 1.9M reactions from USPTO patents (1976-2016). Predict the product of the given reaction. (1) Given the reactants FC(F)(F)C(O)=O.[NH2:8][CH2:9][C:10]([NH:12][C@H:13]([C:23]([O:25]CC)=O)[CH2:14][C:15]1[CH:20]=[CH:19][CH:18]=[C:17]([O:21][CH3:22])[CH:16]=1)=[O:11].CCN(C(C)C)C(C)C, predict the reaction product. The product is: [CH3:22][O:21][C:17]1[CH:16]=[C:15]([CH:20]=[CH:19][CH:18]=1)[CH2:14][CH:13]1[NH:12][C:10](=[O:11])[CH2:9][NH:8][C:23]1=[O:25]. (2) The product is: [CH3:1][O:2][C:3]1[CH:8]=[CH:7][C:6]([C:9]2[CH2:10][C@@H:11]([CH2:15][OH:16])[N:12]([S:23]([C:20]3[CH:21]=[CH:22][C:17]([CH3:27])=[CH:18][CH:19]=3)(=[O:25])=[O:24])[CH2:13][CH:14]=2)=[CH:5][CH:4]=1. Given the reactants [CH3:1][O:2][C:3]1[CH:8]=[CH:7][C:6]([C:9]2[CH2:10][C@@H:11]([CH2:15][OH:16])[NH:12][CH2:13][CH:14]=2)=[CH:5][CH:4]=1.[C:17]1([CH3:27])[CH:22]=[CH:21][C:20]([S:23](Cl)(=[O:25])=[O:24])=[CH:19][CH:18]=1, predict the reaction product.